Predict the reactants needed to synthesize the given product. From a dataset of Full USPTO retrosynthesis dataset with 1.9M reactions from patents (1976-2016). (1) Given the product [O:1]1[CH2:2][CH:3]=[C:4]([C:7]2[C:12]([NH:13][C:21]3[C:30]4[C:25](=[CH:26][C:27]([F:32])=[CH:28][C:29]=4[F:31])[N:24]=[C:23]([C:33]4[CH:38]=[CH:37][CH:36]=[CH:35][N:34]=4)[C:22]=3[CH3:39])=[CH:11][C:10]([C:14]3[CH2:15][CH2:16][O:17][CH2:18][CH:19]=3)=[CH:9][N:8]=2)[CH2:5][CH2:6]1, predict the reactants needed to synthesize it. The reactants are: [O:1]1[CH2:6][CH:5]=[C:4]([C:7]2[C:12]([NH2:13])=[CH:11][C:10]([C:14]3[CH2:15][CH2:16][O:17][CH2:18][CH:19]=3)=[CH:9][N:8]=2)[CH2:3][CH2:2]1.Cl[C:21]1[C:30]2[C:25](=[CH:26][C:27]([F:32])=[CH:28][C:29]=2[F:31])[N:24]=[C:23]([C:33]2[CH:38]=[CH:37][CH:36]=[CH:35][N:34]=2)[C:22]=1[CH3:39].C1(P(C2CCCCC2)C2(C(C)C)CC(C(C)C)=CC(C(C)C)=C2C2C=CC=CC=2)CCCCC1.CC(C1C=C(C(C)C)C(C2C=CC=CC=2P(C2CCCCC2)C2CCCCC2)=C(C(C)C)C=1)C.CC(C)([O-])C.[Na+]. (2) The reactants are: [Cl:1][C:2]1[N:3]=[N:4][C:5]([Cl:17])=[CH:6][C:7]=1[N:8]1[CH2:13][CH2:12][N:11]([CH2:14][CH2:15][OH:16])[CH2:10][CH2:9]1.[CH2:18]([O:20][C:21](=[O:29])[C:22]1[CH:27]=[CH:26][C:25](O)=NC=1)C.[C:30]1(P(C2C=CC=CC=2)C2C=CC=CC=2)[CH:35]=CC=C[CH:31]=1.N(C(OCC)=O)=NC(OCC)=O. Given the product [CH3:18][O:20][C:21](=[O:29])[CH2:22][C:27]1[CH:26]=[CH:25][C:35]([O:16][CH2:15][CH2:14][N:11]2[CH2:10][CH2:9][N:8]([C:7]3[CH:6]=[C:5]([Cl:17])[N:4]=[N:3][C:2]=3[Cl:1])[CH2:13][CH2:12]2)=[CH:30][CH:31]=1, predict the reactants needed to synthesize it. (3) The reactants are: [CH3:1][O:2][C:3]1[CH:4]=[C:5]([C:13]2[CH:18]=[C:17]([CH2:19][N:20]3[CH2:25][CH2:24][C:23](=O)[CH2:22][CH2:21]3)[CH:16]=[CH:15][N:14]=2)[CH:6]=[C:7]([O:11][CH3:12])[C:8]=1[O:9][CH3:10].[CH3:27][S:28][C:29]1[CH:30]=[C:31]([CH:33]=[CH:34][CH:35]=1)[NH2:32]. Given the product [CH3:27][S:28][C:29]1[CH:30]=[C:31]([CH:33]=[CH:34][CH:35]=1)[NH:32][CH:23]1[CH2:24][CH2:25][N:20]([CH2:19][C:17]2[CH:16]=[CH:15][N:14]=[C:13]([C:5]3[CH:6]=[C:7]([O:11][CH3:12])[C:8]([O:9][CH3:10])=[C:3]([O:2][CH3:1])[CH:4]=3)[CH:18]=2)[CH2:21][CH2:22]1, predict the reactants needed to synthesize it. (4) Given the product [C:1]([O:5][C:6]([N:8]1[CH2:13][CH:12]=[C:11]([C:33]2[CH:32]=[C:31]([C:22]3[CH:27]=[CH:26][CH:25]=[CH:24][CH:23]=3)[CH:36]=[CH:35][CH:34]=2)[CH2:10][CH2:9]1)=[O:7])([CH3:4])([CH3:3])[CH3:2], predict the reactants needed to synthesize it. The reactants are: [C:1]([O:5][C:6]([N:8]1[CH2:13][CH:12]=[C:11](OS(C(F)(F)F)(=O)=O)[CH2:10][CH2:9]1)=[O:7])([CH3:4])([CH3:3])[CH3:2].[C:22]1([C:31]2[CH:36]=[CH:35][CH:34]=[CH:33][CH:32]=2)[CH:27]=[CH:26][CH:25]=[C:24](B(O)O)[CH:23]=1.[Li+].[Cl-].C([O-])([O-])=O.[Na+].[Na+]. (5) Given the product [Cl:1][C:2]1[C:11]2[C:6](=[CH:7][CH:8]=[C:9]([O:12][CH3:13])[N:10]=2)[N:5]=[CH:4][C:3]=1[NH2:14], predict the reactants needed to synthesize it. The reactants are: [Cl:1][C:2]1[C:11]2[C:6](=[CH:7][CH:8]=[C:9]([O:12][CH3:13])[N:10]=2)[N:5]=[CH:4][C:3]=1[NH:14]C(=O)OC(C)(C)C.C(O)(C(F)(F)F)=O. (6) Given the product [I:7][C:8]1[CH:13]=[C:12]([CH:11]=[CH:10][C:9]=1[O:17][CH3:18])[NH2:14], predict the reactants needed to synthesize it. The reactants are: S(S([O-])=O)([O-])=O.[I:7][C:8]1[CH:13]=[C:12]([N+:14]([O-])=O)[CH:11]=[CH:10][C:9]=1[O:17][CH3:18].